Dataset: Full USPTO retrosynthesis dataset with 1.9M reactions from patents (1976-2016). Task: Predict the reactants needed to synthesize the given product. (1) Given the product [C:1]([C:3]1[CH:4]=[CH:5][C:6]2[N:12]3[C:13]([C:16]([F:19])([F:18])[F:17])=[N:14][N:15]=[C:11]3[C@@H:10]([CH2:20][C:21]([N:23]3[CH2:24][CH2:25][CH:26]([CH2:29][C:30]([OH:32])=[O:31])[CH2:27][CH2:28]3)=[O:22])[O:9][C@H:8]([C:37]3[CH:42]=[CH:41][CH:40]=[C:39]([O:43][CH3:44])[C:38]=3[O:45][CH3:46])[C:7]=2[CH:47]=1)#[N:2], predict the reactants needed to synthesize it. The reactants are: [C:1]([C:3]1[CH:4]=[CH:5][C:6]2[N:12]3[C:13]([C:16]([F:19])([F:18])[F:17])=[N:14][N:15]=[C:11]3[C@@H:10]([CH2:20][C:21]([N:23]3[CH2:28][CH2:27][CH:26]([CH2:29][C:30]([O:32]C(C)(C)C)=[O:31])[CH2:25][CH2:24]3)=[O:22])[O:9][C@H:8]([C:37]3[CH:42]=[CH:41][CH:40]=[C:39]([O:43][CH3:44])[C:38]=3[O:45][CH3:46])[C:7]=2[CH:47]=1)#[N:2].FC(F)(F)C(O)=O.O1CCOCC1. (2) Given the product [CH3:1][O:2][N:3]([CH:4]([C@@H:6]1[CH2:8][C@H:7]1[C:9]1[C:13]([Cl:14])=[C:12]([Cl:15])[S:11][C:10]=1[Cl:16])[CH3:5])[C:31]([C:30]1[C:26]([CH:25]([F:35])[F:24])=[N:27][N:28]([CH3:34])[CH:29]=1)=[O:32], predict the reactants needed to synthesize it. The reactants are: [CH3:1][O:2][NH:3][CH:4]([C@@H:6]1[CH2:8][C@H:7]1[C:9]1[C:13]([Cl:14])=[C:12]([Cl:15])[S:11][C:10]=1[Cl:16])[CH3:5].C(N(CC)CC)C.[F:24][CH:25]([F:35])[C:26]1[C:30]([C:31](Cl)=[O:32])=[CH:29][N:28]([CH3:34])[N:27]=1. (3) Given the product [NH2:8][CH2:9][CH:10]1[CH2:15][CH2:14][N:13]([CH2:16][CH2:17][C:18]([O:20][CH2:21][CH3:22])=[O:19])[CH2:12][CH2:11]1, predict the reactants needed to synthesize it. The reactants are: C(OC([NH:8][CH2:9][CH:10]1[CH2:15][CH2:14][N:13]([CH2:16][CH2:17][C:18]([O:20][CH2:21][CH3:22])=[O:19])[CH2:12][CH2:11]1)=O)(C)(C)C.FC(F)(F)C(O)=O. (4) Given the product [C:1]([C:5]1[N:10]=[C:9]([N:11]2[CH2:16][CH2:15][N:14]([CH2:17][CH2:18][CH2:19][CH2:20][NH:21][C:31]([N:49]3[CH2:50][CH2:51][N:46]([C:42]4[CH:43]=[CH:44][CH:45]=[C:40]([C:39]([F:38])([F:52])[F:53])[CH:41]=4)[CH2:47][CH2:48]3)=[O:32])[CH2:13][CH2:12]2)[CH:8]=[C:7]([C:22]([F:24])([F:25])[F:23])[N:6]=1)([CH3:4])([CH3:2])[CH3:3], predict the reactants needed to synthesize it. The reactants are: [C:1]([C:5]1[N:10]=[C:9]([N:11]2[CH2:16][CH2:15][N:14]([CH2:17][CH2:18][CH2:19][CH2:20][NH2:21])[CH2:13][CH2:12]2)[CH:8]=[C:7]([C:22]([F:25])([F:24])[F:23])[N:6]=1)([CH3:4])([CH3:3])[CH3:2].C1N=CN([C:31](N2C=NC=C2)=[O:32])C=1.[F:38][C:39]([F:53])([F:52])[C:40]1[CH:41]=[C:42]([N:46]2[CH2:51][CH2:50][NH:49][CH2:48][CH2:47]2)[CH:43]=[CH:44][CH:45]=1. (5) Given the product [N:12]([C:3]1[C:2]([Br:1])=[CH:7][N:6]=[C:5]2[NH:8][CH:9]=[CH:10][C:4]=12)=[N+:13]=[N-:14], predict the reactants needed to synthesize it. The reactants are: [Br:1][C:2]1[C:3](Cl)=[C:4]2[CH:10]=[CH:9][NH:8][C:5]2=[N:6][CH:7]=1.[N-:12]=[N+:13]=[N-:14].[Na+].[Cl-].[NH4+].